From a dataset of Forward reaction prediction with 1.9M reactions from USPTO patents (1976-2016). Predict the product of the given reaction. (1) The product is: [O:31]1[CH:35]=[CH:34][C:33]([C:2]2[CH:3]=[CH:4][C:5]([O:29][CH3:30])=[C:6]([CH:28]=2)[C:7]([N:9]2[CH2:10][CH2:11][CH:12]([N:15]3[CH2:27][CH2:26][CH2:25][C:17]4([C:21](=[O:22])[O:20][C:19]([CH3:23])([CH3:24])[CH2:18]4)[CH2:16]3)[CH2:13][CH2:14]2)=[O:8])=[CH:32]1. Given the reactants Br[C:2]1[CH:3]=[CH:4][C:5]([O:29][CH3:30])=[C:6]([CH:28]=1)[C:7]([N:9]1[CH2:14][CH2:13][CH:12]([N:15]2[CH2:27][CH2:26][CH2:25][C:17]3([C:21](=[O:22])[O:20][C:19]([CH3:24])([CH3:23])[CH2:18]3)[CH2:16]2)[CH2:11][CH2:10]1)=[O:8].[O:31]1[CH:35]=[CH:34][C:33](B(O)O)=[CH:32]1.C(=O)([O-])[O-].[Na+].[Na+].C(OCC)(=O)C, predict the reaction product. (2) Given the reactants [CH3:1][CH:2]([O:4][C:5]1[CH:32]=[CH:31][C:8]([O:9][CH2:10][C:11]2[CH:30]=[CH:29][C:14]([CH2:15][N:16]3[CH2:21][CH2:20][N:19](C(OC(C)(C)C)=O)[CH2:18][CH2:17]3)=[CH:13][CH:12]=2)=[CH:7][CH:6]=1)[CH3:3].C(O)(C(F)(F)F)=O.[OH-].[Na+], predict the reaction product. The product is: [CH3:3][CH:2]([O:4][C:5]1[CH:32]=[CH:31][C:8]([O:9][CH2:10][C:11]2[CH:30]=[CH:29][C:14]([CH2:15][N:16]3[CH2:21][CH2:20][NH:19][CH2:18][CH2:17]3)=[CH:13][CH:12]=2)=[CH:7][CH:6]=1)[CH3:1]. (3) Given the reactants S(Cl)([Cl:3])=O.[N:5]1([CH2:10][C:11]2([CH2:14]O)[CH2:13][CH2:12]2)[CH2:9][CH2:8][CH2:7][CH2:6]1, predict the reaction product. The product is: [ClH:3].[Cl:3][CH2:14][C:11]1([CH2:10][N:5]2[CH2:9][CH2:8][CH2:7][CH2:6]2)[CH2:13][CH2:12]1.